Predict which catalyst facilitates the given reaction. From a dataset of Catalyst prediction with 721,799 reactions and 888 catalyst types from USPTO. (1) Reactant: Cl[C:2]1[CH:11]=[CH:10][N:9]=[C:8]2[C:3]=1[CH:4]=[CH:5][C:6]([CH3:12])=[N:7]2.[NH2:13][C:14]1[CH:19]=[C:18]([O:20][CH2:21][C:22]2[CH:27]=[CH:26][CH:25]=[C:24]([CH3:28])[CH:23]=2)[CH:17]=[CH:16][C:15]=1[S:29][C:30]1[CH:35]=[CH:34][C:33]([NH:36][C:37](=[O:39])[CH3:38])=[CH:32][CH:31]=1. Product: [CH3:28][C:24]1[CH:23]=[C:22]([CH:27]=[CH:26][CH:25]=1)[CH2:21][O:20][C:18]1[CH:17]=[CH:16][C:15]([S:29][C:30]2[CH:35]=[CH:34][C:33]([NH:36][C:37](=[O:39])[CH3:38])=[CH:32][CH:31]=2)=[C:14]([NH:13][C:2]2[C:3]3[C:8](=[N:7][C:6]([CH3:12])=[CH:5][CH:4]=3)[N:9]=[CH:10][CH:11]=2)[CH:19]=1. The catalyst class is: 8. (2) Reactant: [NH2:1][C:2]1[CH:7]=[CH:6][CH:5]=[C:4]([CH3:8])[N:3]=1.C(N(CC)CC)C.[CH3:16][C:17]([CH3:22])([CH3:21])[C:18](Cl)=[O:19]. Product: [CH3:16][C:17]([CH3:22])([CH3:21])[C:18]([NH:1][C:2]1[CH:7]=[CH:6][CH:5]=[C:4]([CH3:8])[N:3]=1)=[O:19]. The catalyst class is: 4.